Dataset: Merck oncology drug combination screen with 23,052 pairs across 39 cell lines. Task: Regression. Given two drug SMILES strings and cell line genomic features, predict the synergy score measuring deviation from expected non-interaction effect. (1) Drug 1: COc1cc(C2c3cc4c(cc3C(OC3OC5COC(C)OC5C(O)C3O)C3COC(=O)C23)OCO4)cc(OC)c1O. Drug 2: COC1CC2CCC(C)C(O)(O2)C(=O)C(=O)N2CCCCC2C(=O)OC(C(C)CC2CCC(OP(C)(C)=O)C(OC)C2)CC(=O)C(C)C=C(C)C(O)C(OC)C(=O)C(C)CC(C)C=CC=CC=C1C. Cell line: UACC62. Synergy scores: synergy=34.6. (2) Drug 1: CN1C(=O)C=CC2(C)C3CCC4(C)C(NC(=O)OCC(F)(F)F)CCC4C3CCC12. Drug 2: COC1CC2CCC(C)C(O)(O2)C(=O)C(=O)N2CCCCC2C(=O)OC(C(C)CC2CCC(OP(C)(C)=O)C(OC)C2)CC(=O)C(C)C=C(C)C(O)C(OC)C(=O)C(C)CC(C)C=CC=CC=C1C. Cell line: OV90. Synergy scores: synergy=1.91. (3) Drug 1: O=C(O)C1(Cc2cccc(Nc3nccs3)n2)CCC(Oc2cccc(Cl)c2F)CC1. Synergy scores: synergy=-10.3. Drug 2: CNC(=O)c1cc(Oc2ccc(NC(=O)Nc3ccc(Cl)c(C(F)(F)F)c3)cc2)ccn1. Cell line: NCIH2122. (4) Synergy scores: synergy=22.2. Drug 1: CCN(CC)CCNC(=O)c1c(C)[nH]c(C=C2C(=O)Nc3ccc(F)cc32)c1C. Cell line: LOVO. Drug 2: CS(=O)(=O)CCNCc1ccc(-c2ccc3ncnc(Nc4ccc(OCc5cccc(F)c5)c(Cl)c4)c3c2)o1. (5) Drug 1: CCC1(O)CC2CN(CCc3c([nH]c4ccccc34)C(C(=O)OC)(c3cc4c(cc3OC)N(C)C3C(O)(C(=O)OC)C(OC(C)=O)C5(CC)C=CCN6CCC43C65)C2)C1. Drug 2: O=C(CCCCCCC(=O)Nc1ccccc1)NO. Cell line: A2058. Synergy scores: synergy=-21.5. (6) Drug 1: CC(C)CC(NC(=O)C(Cc1ccccc1)NC(=O)c1cnccn1)B(O)O. Drug 2: Cn1cc(-c2cnn3c(N)c(Br)c(C4CCCNC4)nc23)cn1. Cell line: ZR751. Synergy scores: synergy=-25.9. (7) Drug 1: CCN(CC)CCNC(=O)c1c(C)[nH]c(C=C2C(=O)Nc3ccc(F)cc32)c1C. Drug 2: CC(C)CC(NC(=O)C(Cc1ccccc1)NC(=O)c1cnccn1)B(O)O. Cell line: OVCAR3. Synergy scores: synergy=-3.00. (8) Drug 1: N#Cc1ccc(Cn2cncc2CN2CCN(c3cccc(Cl)c3)C(=O)C2)cc1. Drug 2: O=C(O)C1(Cc2cccc(Nc3nccs3)n2)CCC(Oc2cccc(Cl)c2F)CC1. Cell line: SKMEL30. Synergy scores: synergy=23.1.